This data is from Forward reaction prediction with 1.9M reactions from USPTO patents (1976-2016). The task is: Predict the product of the given reaction. (1) Given the reactants [Br:1][C:2]1[CH:7]=[C:6]([C:8]2[NH:9][CH:10]=[N:11][C:12]=2[C:13]2[CH:18]=[CH:17][C:16]([F:19])=[CH:15][CH:14]=2)[CH:5]=[CH:4][N:3]=1.[H-].[Na+].[CH3:22]I.[NH4+].[Cl-], predict the reaction product. The product is: [Br:1][C:2]1[CH:7]=[C:6]([C:8]2[N:9]=[CH:10][N:11]([CH3:22])[C:12]=2[C:13]2[CH:14]=[CH:15][C:16]([F:19])=[CH:17][CH:18]=2)[CH:5]=[CH:4][N:3]=1. (2) Given the reactants [Cl:1][C:2]1[CH:7]=[C:6]([C:8]2[C:17]3[C:12](=[CH:13][C:14]([S:18](OC4C(F)=C(F)C(F)=C(F)C=4F)(=[O:20])=[O:19])=[CH:15][CH:16]=3)[C:11]([O:33][CH3:34])=[N:10][N:9]=2)[C:5]([O:35][CH3:36])=[CH:4][C:3]=1[C:37]1[CH:42]=[CH:41][CH:40]=[C:39]([F:43])[CH:38]=1.[O:44]1[CH:48]=[CH:47][C:46]([NH2:49])=[N:45]1.C[Si]([N-][Si](C)(C)C)(C)C.[Li+], predict the reaction product. The product is: [Cl:1][C:2]1[CH:7]=[C:6]([C:8]2[C:17]3[C:12](=[CH:13][C:14]([S:18]([NH:49][C:46]4[CH:47]=[CH:48][O:44][N:45]=4)(=[O:20])=[O:19])=[CH:15][CH:16]=3)[C:11]([O:33][CH3:34])=[N:10][N:9]=2)[C:5]([O:35][CH3:36])=[CH:4][C:3]=1[C:37]1[CH:42]=[CH:41][CH:40]=[C:39]([F:43])[CH:38]=1. (3) Given the reactants C(Cl)CCl.[CH3:5][N:6]1[CH2:11][CH2:10][NH:9][CH2:8][CH2:7]1.CN1CCOCC1.[CH2:19]([NH:23][C:24]1[C:25]2[C:32]([C:33]3[CH:38]=[CH:37][CH:36]=[CH:35][CH:34]=3)=[C:31]([C:39]3[CH:47]=[CH:46][C:42]([C:43](O)=[O:44])=[CH:41][CH:40]=3)[O:30][C:26]=2[N:27]=[CH:28][N:29]=1)[CH:20]([CH3:22])[CH3:21], predict the reaction product. The product is: [CH2:19]([NH:23][C:24]1[C:25]2[C:32]([C:33]3[CH:38]=[CH:37][CH:36]=[CH:35][CH:34]=3)=[C:31]([C:39]3[CH:47]=[CH:46][C:42]([C:43]([N:9]4[CH2:10][CH2:11][N:6]([CH3:5])[CH2:7][CH2:8]4)=[O:44])=[CH:41][CH:40]=3)[O:30][C:26]=2[N:27]=[CH:28][N:29]=1)[CH:20]([CH3:22])[CH3:21]. (4) Given the reactants [NH2:1][C:2]1[C:3]([C:7]2[NH:23][C:10]3=[CH:11][C:12]4[C:13]([CH3:22])([CH3:21])[C:14](=[O:20])[N:15]([CH2:18][CH3:19])[C:16]=4[CH:17]=[C:9]3[N:8]=2)=[N:4][NH:5][CH:6]=1.[CH:24]1([C:30](Cl)=[O:31])[CH2:29][CH2:28][CH2:27][CH2:26][CH2:25]1, predict the reaction product. The product is: [CH2:18]([N:15]1[C:16]2[CH:17]=[C:9]3[N:8]=[C:7]([C:3]4[C:2]([NH:1][C:30]([CH:24]5[CH2:29][CH2:28][CH2:27][CH2:26][CH2:25]5)=[O:31])=[CH:6][NH:5][N:4]=4)[NH:23][C:10]3=[CH:11][C:12]=2[C:13]([CH3:22])([CH3:21])[C:14]1=[O:20])[CH3:19]. (5) The product is: [C:1]([NH:5][C:6]([C:8]1[C:16]2[C:11](=[N:12][CH:13]=[C:14]([C:17]3[C:25]4[C:20](=[CH:21][CH:22]=[C:23]([O:26][CH:27]([F:28])[F:29])[CH:24]=4)[N:19]([CH2:39][CH2:40][CH2:41][N:42]4[CH2:47][CH2:46][O:45][CH2:44][CH2:43]4)[N:18]=3)[N:15]=2)[N:10]([CH2:30][O:31][CH2:32][CH2:33][Si:34]([CH3:37])([CH3:36])[CH3:35])[CH:9]=1)=[O:7])([CH3:4])([CH3:3])[CH3:2]. Given the reactants [C:1]([NH:5][C:6]([C:8]1[C:16]2[C:11](=[N:12][CH:13]=[C:14]([C:17]3[C:25]4[C:20](=[CH:21][CH:22]=[C:23]([O:26][CH:27]([F:29])[F:28])[CH:24]=4)[NH:19][N:18]=3)[N:15]=2)[N:10]([CH2:30][O:31][CH2:32][CH2:33][Si:34]([CH3:37])([CH3:36])[CH3:35])[CH:9]=1)=[O:7])([CH3:4])([CH3:3])[CH3:2].Cl[CH2:39][CH2:40][CH2:41][N:42]1[CH2:47][CH2:46][O:45][CH2:44][CH2:43]1.C([O-])([O-])=O.[Cs+].[Cs+], predict the reaction product. (6) Given the reactants [OH:1][CH2:2][C@@H:3]1[O:7][C:6](=[O:8])[N:5]([C:9]2[CH:18]=[C:17]3[C:12]([CH:13]=[C:14]([C:20]4[CH:25]=[CH:24][CH:23]=[CH:22][C:21]=4[C:26]([F:29])([F:28])[F:27])[NH:15][C:16]3=[O:19])=[CH:11][CH:10]=2)[CH2:4]1.[CH3:30][C:31]([O:34][C:35]([N:37]([CH2:39][C:40](O)=[O:41])[CH3:38])=[O:36])([CH3:33])[CH3:32], predict the reaction product. The product is: [O:8]=[C:6]1[N:5]([C:9]2[CH:18]=[C:17]3[C:12]([CH:13]=[C:14]([C:20]4[CH:25]=[CH:24][CH:23]=[CH:22][C:21]=4[C:26]([F:28])([F:27])[F:29])[NH:15][C:16]3=[O:19])=[CH:11][CH:10]=2)[CH2:4][C@H:3]([CH2:2][O:1][C:40](=[O:41])[CH2:39][N:37]([C:35]([O:34][C:31]([CH3:32])([CH3:30])[CH3:33])=[O:36])[CH3:38])[O:7]1. (7) Given the reactants C1(P(C2C=CC=CC=2)C2C=CC=CC=2)C=CC=CC=1.BrN1C(=O)CCC1=O.[Br:28][C:29]1[CH:37]=[C:36]2[C:32]([C:33]([C:41]([OH:43])=O)=[CH:34][N:35]2[CH:38]([CH3:40])[CH3:39])=[CH:31][CH:30]=1.[NH2:44][C:45]1[S:46][CH:47]=[CH:48][N:49]=1, predict the reaction product. The product is: [S:46]1[CH:47]=[CH:48][N:49]=[C:45]1[NH:44][C:41]([C:33]1[C:32]2[C:36](=[CH:37][C:29]([Br:28])=[CH:30][CH:31]=2)[N:35]([CH:38]([CH3:39])[CH3:40])[CH:34]=1)=[O:43].